This data is from Serine/threonine kinase 33 screen with 319,792 compounds. The task is: Binary Classification. Given a drug SMILES string, predict its activity (active/inactive) in a high-throughput screening assay against a specified biological target. (1) The compound is Oc1c2c(n(CCCCC)c(=O)c1C(=O)NCc1occc1)cccc2. The result is 0 (inactive). (2) The compound is s1c(NC(=O)Cc2c(F)cccc2)ncc1C. The result is 0 (inactive). (3) The compound is O=C(N1C(CCC1)C(O)=O)C(NC(=O)C(n1c(=O)c2c([nH]c1=O)cccc2)Cc1ccccc1)CC(C)C. The result is 0 (inactive). (4) The drug is S(=O)(=O)(N(CC(=O)Nc1sccn1)c1ccc(OC)cc1)c1c(n(nc1C)C)C. The result is 0 (inactive). (5) The molecule is O=C1N(CC(C1)C(=O)NCCc1ccc(cc1)C)CCCOCC. The result is 0 (inactive).